From a dataset of Forward reaction prediction with 1.9M reactions from USPTO patents (1976-2016). Predict the product of the given reaction. Given the reactants [OH:1][C:2]1[C:11]([C:12]2[S:13][CH:14]=[CH:15][CH:16]=2)=[CH:10][C:9]2[N:8]=[C:7]([C:17]3[S:18][CH:19]=[CH:20][CH:21]=3)[CH:6]=[N:5][C:4]=2C=1C(O)=O.Cl.[CH2:26]([NH:28][CH2:29][C:30]([OH:32])=[O:31])[CH3:27].C(N([CH2:38][CH3:39])CC)C.C1CN([P+]([O:56]N2N=NC3C=CC=CC2=3)(N2CCCC2)N2CCCC2)CC1.F[P-](F)(F)(F)(F)F, predict the reaction product. The product is: [OH:1][C:2]1[C:27]([C:26]([NH:28][CH2:29][C:30]([O:32][CH2:38][CH3:39])=[O:31])=[O:56])=[C:4]2[C:9](=[CH:10][C:11]=1[C:12]1[S:13][CH:14]=[CH:15][CH:16]=1)[N:8]=[C:7]([C:17]1[S:18][CH:19]=[CH:20][CH:21]=1)[CH:6]=[N:5]2.